This data is from Forward reaction prediction with 1.9M reactions from USPTO patents (1976-2016). The task is: Predict the product of the given reaction. (1) Given the reactants Cl[C:2]1[C:11]2[C:6](=[CH:7][C:8]([O:14][CH3:15])=[C:9]([O:12][CH3:13])[CH:10]=2)[N:5]=[CH:4][CH:3]=1.[OH:16][C:17]1[CH:26]=[CH:25][C:24]2[C:19](=[CH:20][CH:21]=[CH:22][CH:23]=2)[C:18]=1[CH:27]=[O:28].O, predict the reaction product. The product is: [CH3:13][O:12][C:9]1[CH:10]=[C:11]2[C:6](=[CH:7][C:8]=1[O:14][CH3:15])[N:5]=[CH:4][CH:3]=[C:2]2[O:16][C:17]1[CH:26]=[CH:25][C:24]2[C:19](=[CH:20][CH:21]=[CH:22][CH:23]=2)[C:18]=1[CH:27]=[O:28]. (2) Given the reactants [C:1]([O:5][C:6](=[O:30])[NH:7][C@@H:8]([CH2:26][CH:27]([CH3:29])[CH3:28])[CH2:9][O:10][C:11]1[CH:12]=[CH:13][C:14]2[C:24]3[C:19](=[CH:20][N:21]=[CH:22][CH:23]=3)[C:18](=[O:25])[O:17][C:15]=2[CH:16]=1)([CH3:4])([CH3:3])[CH3:2].C1C(=O)N([Br:38])C(=O)C1.O, predict the reaction product. The product is: [C:1]([O:5][C:6](=[O:30])[NH:7][C@@H:8]([CH2:26][CH:27]([CH3:28])[CH3:29])[CH2:9][O:10][C:11]1[C:12]([Br:38])=[CH:13][C:14]2[C:24]3[C:19](=[CH:20][N:21]=[CH:22][CH:23]=3)[C:18](=[O:25])[O:17][C:15]=2[CH:16]=1)([CH3:4])([CH3:3])[CH3:2]. (3) Given the reactants [CH2:1]([O:8][C:9]1[CH:14]=[CH:13][CH:12]=[CH:11][C:10]=1[NH:15][S:16]([C:19]1[CH:24]=[CH:23][CH:22]=[C:21]([N+:25]([O-:27])=[O:26])[CH:20]=1)(=[O:18])=[O:17])[C:2]1[CH:7]=[CH:6][CH:5]=[CH:4][CH:3]=1.Br[CH:29]([CH3:34])[C:30]([O:32][CH3:33])=[O:31].C(=O)([O-])[O-].[K+].[K+].CN(C=O)C, predict the reaction product. The product is: [CH3:33][O:32][C:30](=[O:31])[C@H:29]([CH3:34])[N:15]([C:10]1[CH:11]=[CH:12][CH:13]=[CH:14][C:9]=1[O:8][CH2:1][C:2]1[CH:3]=[CH:4][CH:5]=[CH:6][CH:7]=1)[S:16]([C:19]1[CH:24]=[CH:23][CH:22]=[C:21]([N+:25]([O-:27])=[O:26])[CH:20]=1)(=[O:18])=[O:17]. (4) Given the reactants [CH3:1][C:2]1[C:11]2[C:6](=[CH:7][CH:8]=[CH:9][CH:10]=2)[CH:5]=[C:4]([CH2:12][NH2:13])[N:3]=1.[C:14](O[C:14]([O:16][C:17]([CH3:20])([CH3:19])[CH3:18])=[O:15])([O:16][C:17]([CH3:20])([CH3:19])[CH3:18])=[O:15].[H-].[Na+].I[CH3:32], predict the reaction product. The product is: [CH3:32][N:13]([CH2:12][C:4]1[N:3]=[C:2]([CH3:1])[C:11]2[C:6]([CH:5]=1)=[CH:7][CH:8]=[CH:9][CH:10]=2)[C:14](=[O:15])[O:16][C:17]([CH3:20])([CH3:19])[CH3:18]. (5) Given the reactants C([O:4][CH2:5][CH2:6][O:7][CH2:8][CH2:9][NH:10][C:11]([CH3:14])([CH3:13])[CH3:12])(=O)C.C[O-].[Na+], predict the reaction product. The product is: [C:11]([NH:10][CH2:9][CH2:8][O:7][CH2:6][CH2:5][OH:4])([CH3:14])([CH3:13])[CH3:12]. (6) Given the reactants [CH3:1][S:2]([C:4]1[CH:9]=[CH:8][CH:7]=[CH:6][CH:5]=1)=O.C(N(S(F)(F)[F:16])CC)C.C(=O)([O-])O.[Na+], predict the reaction product. The product is: [F:16][CH2:1][S:2][C:4]1[CH:9]=[CH:8][CH:7]=[CH:6][CH:5]=1.